From a dataset of Full USPTO retrosynthesis dataset with 1.9M reactions from patents (1976-2016). Predict the reactants needed to synthesize the given product. (1) Given the product [CH3:1][C:2]1[N:3]=[C:4]2[C:13]3[NH:12][C@H:11]([C:14]4[CH:19]=[CH:18][CH:17]=[CH:16][CH:15]=4)[CH2:10][C:9](=[O:20])[C:8]=3[CH:7]=[CH:6][N:5]2[C:21]=1[CH3:22], predict the reactants needed to synthesize it. The reactants are: [CH3:1][C:2]1[N:3]=[C:4]2[C:13]3[NH:12][C@H:11]([C:14]4[CH:19]=[CH:18][CH:17]=[CH:16][CH:15]=4)[CH2:10][C:9](=[O:20])[C:8]=3[CH2:7][CH2:6][N:5]2[C:21]=1[CH3:22].ClC1C(=O)C(C#N)=C(C#N)C(=O)C=1Cl.[OH-].[Na+].C(OCC)(=O)C. (2) Given the product [CH2:8]([O:10][C:11]([C:13]1[CH:14]=[N:15][N:16]([C:18]2[NH:27][C:26](=[O:34])[C:25]3[C:20](=[CH:21][C:22]([C:35]4[CH:40]=[CH:39][CH:38]=[CH:37][CH:36]=4)=[CH:23][CH:24]=3)[N:19]=2)[CH:17]=1)=[O:12])[CH3:9], predict the reactants needed to synthesize it. The reactants are: Cl.O1CCOCC1.[CH2:8]([O:10][C:11]([C:13]1[CH:14]=[N:15][N:16]([C:18]2[N:27](COCCOC)[C:26](=[O:34])[C:25]3[C:20](=[CH:21][C:22]([C:35]4[CH:40]=[CH:39][CH:38]=[CH:37][CH:36]=4)=[CH:23][CH:24]=3)[N:19]=2)[CH:17]=1)=[O:12])[CH3:9]. (3) Given the product [CH3:1][O:2][C:3](=[O:7])[CH2:4][C:5](=[NH:6])[NH:9][OH:8], predict the reactants needed to synthesize it. The reactants are: [CH3:1][O:2][C:3](=[O:7])[CH2:4][C:5]#[N:6].[OH:8][NH2:9].Cl. (4) The reactants are: [OH:1][CH2:2][C:3]([O:5][CH2:6][CH3:7])=[O:4].[H-].[Na+].Cl[C:11]1[N:12]([C:27]2[CH:32]=[CH:31][CH:30]=[CH:29][CH:28]=2)[C:13](=[O:26])[C:14]2[C:19]([C:20]3[CH:25]=[CH:24][CH:23]=[CH:22][CH:21]=3)=[CH:18][S:17][C:15]=2[N:16]=1.Cl. Given the product [CH2:6]([O:5][C:3](=[O:4])[CH2:2][O:1][C:11]1[N:12]([C:27]2[CH:32]=[CH:31][CH:30]=[CH:29][CH:28]=2)[C:13](=[O:26])[C:14]2[C:19]([C:20]3[CH:21]=[CH:22][CH:23]=[CH:24][CH:25]=3)=[CH:18][S:17][C:15]=2[N:16]=1)[CH3:7], predict the reactants needed to synthesize it. (5) Given the product [C:1]1([CH2:7][O:8][C:9]([C:11]2([NH:17][C:18]([N:51]3[CH2:52][CH2:53][N:48]([C:40](=[O:47])[C:41]4[CH:46]=[CH:45][CH:44]=[CH:43][CH:42]=4)[CH2:49][CH2:50]3)=[O:19])[CH2:12][CH2:13][CH2:14][CH2:15][CH2:16]2)=[O:10])[CH:2]=[CH:3][CH:4]=[CH:5][CH:6]=1, predict the reactants needed to synthesize it. The reactants are: [C:1]1([CH2:7][O:8][C:9]([C:11]2([NH2:17])[CH2:16][CH2:15][CH2:14][CH2:13][CH2:12]2)=[O:10])[CH:6]=[CH:5][CH:4]=[CH:3][CH:2]=1.[C:18](OC(OC(C)(C)C)=O)(OC(C)(C)C)=[O:19].C(N(CC)CC)C.[C:40]([N:48]1[CH2:53][CH2:52][NH:51][CH2:50][CH2:49]1)(=[O:47])[C:41]1[CH:46]=[CH:45][CH:44]=[CH:43][CH:42]=1.